This data is from CYP3A4 inhibition data for predicting drug metabolism from PubChem BioAssay. The task is: Regression/Classification. Given a drug SMILES string, predict its absorption, distribution, metabolism, or excretion properties. Task type varies by dataset: regression for continuous measurements (e.g., permeability, clearance, half-life) or binary classification for categorical outcomes (e.g., BBB penetration, CYP inhibition). Dataset: cyp3a4_veith. (1) The compound is CN1CCc2cccc(Cl)c2CC1. The result is 0 (non-inhibitor). (2) The molecule is CC[C@H](CN(C)C)C(=O)c1ccco1. The result is 0 (non-inhibitor). (3) The compound is Clc1ccccc1-c1cncnc1NCc1cccs1. The result is 1 (inhibitor). (4) The drug is COc1ccc(OCC(O)COc2ccc(C(=O)O)cc2)cc1. The result is 0 (non-inhibitor). (5) The molecule is CCn1c(SCC(=O)OC)nc2sc3c(c2c1=O)CCC3. The result is 0 (non-inhibitor). (6) The result is 1 (inhibitor). The drug is N#Cc1cccc(-c2cncnc2NCc2ccccc2)c1. (7) The drug is COC(=O)[C@@]1(Cc2ccc(F)cc2)[C@H]2c3cc(C(=O)N(C)C)n(CCO)c3C[C@H]2CN1C(=O)c1ccccc1. The result is 1 (inhibitor). (8) The molecule is CC(C)Cn1cnc2c(Sc3c([N+](=O)[O-])ncn3C)nc(N)nc21. The result is 0 (non-inhibitor). (9) The compound is Cc1o[nH]c(=O)c1CC[C@H](N)C(=O)O. The result is 0 (non-inhibitor).